Dataset: Full USPTO retrosynthesis dataset with 1.9M reactions from patents (1976-2016). Task: Predict the reactants needed to synthesize the given product. Given the product [OH:13][C:2]([CH3:12])([CH3:1])[C:3]#[C:4][C:5]([C:7]1[N:8]=[CH:9][S:10][CH:11]=1)=[O:6], predict the reactants needed to synthesize it. The reactants are: [CH3:1][C:2]([O:13][Si](C)(C)C)([CH3:12])[C:3]#[C:4][C:5]([C:7]1[N:8]=[CH:9][S:10][CH:11]=1)=[O:6].CC1C=CC(S(O)(=O)=O)=CC=1.